Dataset: Peptide-MHC class I binding affinity with 185,985 pairs from IEDB/IMGT. Task: Regression. Given a peptide amino acid sequence and an MHC pseudo amino acid sequence, predict their binding affinity value. This is MHC class I binding data. (1) The peptide sequence is YLPEVISTI. The MHC is H-2-Ld with pseudo-sequence H-2-Ld. The binding affinity (normalized) is 0. (2) The MHC is HLA-B58:01 with pseudo-sequence HLA-B58:01. The peptide sequence is SVFEGIRAY. The binding affinity (normalized) is 0.0847. (3) The peptide sequence is SDYLALDTI. The MHC is Mamu-B01 with pseudo-sequence Mamu-B01. The binding affinity (normalized) is 0.944. (4) The peptide sequence is YQIEGAWRA. The MHC is HLA-A02:12 with pseudo-sequence HLA-A02:12. The binding affinity (normalized) is 1.00.